This data is from Reaction yield outcomes from USPTO patents with 853,638 reactions. The task is: Predict the reaction yield, written as a fraction of the theoretical maximum amount of product (1.0 means a 100% yield; for example, 0.34 means a 34% yield). (1) The reactants are [Cl:1][C:2]1[CH:10]=[CH:9][C:8]2[N:7]([CH2:11][C:12](OCC)=[O:13])[C:6]3[CH2:17][CH2:18][N:19]([C:22]([O:24][C:25]([CH3:28])([CH3:27])[CH3:26])=[O:23])[CH2:20][CH2:21][C:5]=3[C:4]=2[C:3]=1[Cl:29].[Li+].[BH4-].[OH-].[Na+].CCOC(C)=O. The catalyst is C1COCC1.O. The product is [Cl:1][C:2]1[CH:10]=[CH:9][C:8]2[N:7]([CH2:11][CH2:12][OH:13])[C:6]3[CH2:17][CH2:18][N:19]([C:22]([O:24][C:25]([CH3:27])([CH3:26])[CH3:28])=[O:23])[CH2:20][CH2:21][C:5]=3[C:4]=2[C:3]=1[Cl:29]. The yield is 0.210. (2) The reactants are Br[C:2]1[CH:3]=[C:4]([CH:18]=[CH:19][C:20]=1[CH:21]=[O:22])[O:5][C:6]1[CH:13]=[C:12]([C:14]([F:17])([F:16])[F:15])[CH:11]=[CH:10][C:7]=1[C:8]#[N:9].C1(B(O)O)C=CC=CC=1.[C:32](=O)([O-])[O-:33].[Na+].[Na+]. The catalyst is C(COC)OC.[Pd].C1(P(C2C=CC=CC=2)[C-]2C=CC=C2)C=CC=CC=1.[C-]1(P(C2C=CC=CC=2)C2C=CC=CC=2)C=CC=C1.[Fe+2].O.C(O)C. The product is [CH:21]([C:20]1[CH:19]=[CH:18][C:4]([O:5][C:6]2[CH:13]=[C:12]([C:14]([F:17])([F:16])[F:15])[CH:11]=[CH:10][C:7]=2[C:8]#[N:9])=[C:3]([O:33][CH3:32])[CH:2]=1)=[O:22]. The yield is 0.140. (3) The reactants are C1C=C(Cl)C=C(C(OO)=[O:9])C=1.[Cl:12][C:13]1[CH:18]=[CH:17][C:16]([CH:19]=[CH2:20])=[CH:15][CH:14]=1. The catalyst is C(Cl)Cl. The product is [Cl:12][C:13]1[CH:18]=[CH:17][C:16]([CH:19]2[CH2:20][O:9]2)=[CH:15][CH:14]=1. The yield is 0.320. (4) The reactants are [CH3:1][C:2]1([CH3:20])[CH2:6][C:5]2[C:7]([CH3:19])=[C:8]([N:13]3[CH2:18][CH2:17][NH:16][CH2:15][CH2:14]3)[C:9]([CH3:12])=[C:10]([CH3:11])[C:4]=2[O:3]1.Cl[C:22]1[N:27]2[N:28]=[CH:29][CH:30]=[C:26]2[N:25]=[C:24]([CH3:31])[CH:23]=1.C(N(C(C)C)CC)(C)C.N1CCNCC1. The catalyst is C(OCC)(=O)C.C1COCC1. The product is [CH3:31][C:24]1[CH:23]=[C:22]([N:16]2[CH2:15][CH2:14][N:13]([C:8]3[C:9]([CH3:12])=[C:10]([CH3:11])[C:4]4[O:3][C:2]([CH3:20])([CH3:1])[CH2:6][C:5]=4[C:7]=3[CH3:19])[CH2:18][CH2:17]2)[N:27]2[N:28]=[CH:29][CH:30]=[C:26]2[N:25]=1. The yield is 0.350. (5) The reactants are [C:1](#[N:9])[CH2:2][CH2:3][CH2:4][CH2:5][CH2:6][CH2:7][CH3:8].[NH2:10][OH:11].O. The catalyst is CCO. The product is [OH:11][N:10]=[C:1]([NH2:9])[CH2:2][CH2:3][CH2:4][CH2:5][CH2:6][CH2:7][CH3:8]. The yield is 0.746. (6) The yield is 0.970. The catalyst is CO.O1CCCC1.[Pd]. The product is [F:1][C:2]1[CH:7]=[C:6]([NH2:8])[CH:5]=[CH:4][C:3]=1[N:11]1[CH:15]=[C:14]([CH3:16])[N:13]=[CH:12]1. The reactants are [F:1][C:2]1[CH:7]=[C:6]([N+:8]([O-])=O)[CH:5]=[CH:4][C:3]=1[N:11]1[CH:15]=[C:14]([CH3:16])[N:13]=[CH:12]1.C([O-])=O.[NH4+]. (7) The reactants are [C:9](O[C:9]([O:11][C:12]([CH3:15])([CH3:14])[CH3:13])=[O:10])([O:11][C:12]([CH3:15])([CH3:14])[CH3:13])=[O:10].[Br:16][C:17]1[CH:23]=[C:22]([F:24])[C:21]([Cl:25])=[CH:20][C:18]=1[NH2:19]. The catalyst is CN(C1C=CN=CC=1)C.C1COCC1.C(OCC)(=O)C. The product is [C:12]([O:11][C:9]([N:19]([C:9]([O:11][C:12]([CH3:13])([CH3:14])[CH3:15])=[O:10])[C:18]1[CH:20]=[C:21]([Cl:25])[C:22]([F:24])=[CH:23][C:17]=1[Br:16])=[O:10])([CH3:15])([CH3:14])[CH3:13]. The yield is 0.810.